This data is from Retrosynthesis with 50K atom-mapped reactions and 10 reaction types from USPTO. The task is: Predict the reactants needed to synthesize the given product. (1) Given the product N[C@@H](Cc1cn(Cc2c(Cl)cccc2Cl)cn1)C(=O)O, predict the reactants needed to synthesize it. The reactants are: ClCc1c(Cl)cccc1Cl.N[C@@H](Cc1c[nH]cn1)C(=O)O. (2) Given the product CC(=O)NC(C)(C)C(=O)O, predict the reactants needed to synthesize it. The reactants are: CC(=O)OC(C)=O.CC(C)(N)C(=O)O. (3) Given the product CC(C)(C)OC(=O)N(C(=O)OC(C)(C)C)C1=N[C@@]2(c3cc(Br)ccc3F)CO[C@@H](CF)C[C@H]2CS1, predict the reactants needed to synthesize it. The reactants are: CC(C)(C)OC(=O)NC1=N[C@@]2(c3cc(Br)ccc3F)CO[C@@H](CF)C[C@H]2CS1.CC(C)(C)OC(=O)OC(=O)OC(C)(C)C. (4) Given the product CC1(c2ccc(O)c(N)c2)C(=O)Nc2c(Br)cc(Br)cc2C1=O, predict the reactants needed to synthesize it. The reactants are: COc1ccc(C2(C)C(=O)Nc3c(Br)cc(Br)cc3C2=O)cc1N. (5) Given the product CCOC(=O)c1cccc(Nc2c(C(N)=O)cnc3cc(-c4cncnc4)ccc23)c1, predict the reactants needed to synthesize it. The reactants are: CCOC(=O)c1cccc(Nc2c(C(N)=O)cnc3cc(Br)ccc23)c1.OB(O)c1cncnc1.